Dataset: NCI-60 drug combinations with 297,098 pairs across 59 cell lines. Task: Regression. Given two drug SMILES strings and cell line genomic features, predict the synergy score measuring deviation from expected non-interaction effect. (1) Drug 1: C1=CC(=CC=C1CCCC(=O)O)N(CCCl)CCCl. Drug 2: CCC1=C2CN3C(=CC4=C(C3=O)COC(=O)C4(CC)O)C2=NC5=C1C=C(C=C5)O. Cell line: HOP-92. Synergy scores: CSS=48.3, Synergy_ZIP=-15.1, Synergy_Bliss=-11.6, Synergy_Loewe=-6.05, Synergy_HSA=-4.18. (2) Drug 1: CN1C(=O)N2C=NC(=C2N=N1)C(=O)N. Drug 2: CCCCCOC(=O)NC1=NC(=O)N(C=C1F)C2C(C(C(O2)C)O)O. Cell line: HOP-92. Synergy scores: CSS=-3.92, Synergy_ZIP=2.30, Synergy_Bliss=0.187, Synergy_Loewe=-4.18, Synergy_HSA=-5.30. (3) Drug 1: CCCS(=O)(=O)NC1=C(C(=C(C=C1)F)C(=O)C2=CNC3=C2C=C(C=N3)C4=CC=C(C=C4)Cl)F. Drug 2: C(=O)(N)NO. Cell line: PC-3. Synergy scores: CSS=3.21, Synergy_ZIP=-1.89, Synergy_Bliss=-1.30, Synergy_Loewe=-2.45, Synergy_HSA=-2.71. (4) Drug 1: CNC(=O)C1=CC=CC=C1SC2=CC3=C(C=C2)C(=NN3)C=CC4=CC=CC=N4. Drug 2: C(=O)(N)NO. Cell line: DU-145. Synergy scores: CSS=0.652, Synergy_ZIP=0.132, Synergy_Bliss=1.53, Synergy_Loewe=-1.06, Synergy_HSA=-0.800. (5) Drug 1: CCC1=CC2CC(C3=C(CN(C2)C1)C4=CC=CC=C4N3)(C5=C(C=C6C(=C5)C78CCN9C7C(C=CC9)(C(C(C8N6C)(C(=O)OC)O)OC(=O)C)CC)OC)C(=O)OC.C(C(C(=O)O)O)(C(=O)O)O. Drug 2: CC1=C(C=C(C=C1)NC(=O)C2=CC=C(C=C2)CN3CCN(CC3)C)NC4=NC=CC(=N4)C5=CN=CC=C5. Cell line: SF-295. Synergy scores: CSS=50.0, Synergy_ZIP=7.41, Synergy_Bliss=8.58, Synergy_Loewe=-26.8, Synergy_HSA=7.48.